Task: Predict the reactants needed to synthesize the given product.. Dataset: Full USPTO retrosynthesis dataset with 1.9M reactions from patents (1976-2016) (1) The reactants are: [C:1]([C:5]1[CH:6]=[C:7]([C:15]2[NH:19][C:18]([C:20]([NH:22][C@H:23]3[CH2:26][C@H:25]([C:27]([O:29]C)=[O:28])[CH2:24]3)=[O:21])=[C:17]([Cl:31])[C:16]=2[CH2:32][CH:33]2[CH2:38][CH2:37][CH2:36][CH2:35][CH2:34]2)[CH:8]=[C:9]([C:11]2([CH3:14])[CH2:13][CH2:12]2)[CH:10]=1)([CH3:4])([CH3:3])[CH3:2].[Li+].[OH-].Cl. Given the product [C:1]([C:5]1[CH:6]=[C:7]([C:15]2[NH:19][C:18]([C:20]([NH:22][C@H:23]3[CH2:24][C@H:25]([C:27]([OH:29])=[O:28])[CH2:26]3)=[O:21])=[C:17]([Cl:31])[C:16]=2[CH2:32][CH:33]2[CH2:34][CH2:35][CH2:36][CH2:37][CH2:38]2)[CH:8]=[C:9]([C:11]2([CH3:14])[CH2:12][CH2:13]2)[CH:10]=1)([CH3:2])([CH3:3])[CH3:4], predict the reactants needed to synthesize it. (2) Given the product [CH2:43]([O:50][CH2:51][N:52]1[C:60]2[C:59]([O:61][CH3:62])=[N:58][CH:57]=[N:56][C:55]=2[C:54]([CH2:63][NH:15][C@@H:16]([C@@H:22]([OH:28])[C:23]([O:25][CH2:26][CH3:27])=[O:24])[C:17]([O:19][CH2:20][CH3:21])=[O:18])=[CH:53]1)[C:44]1[CH:49]=[CH:48][CH:47]=[CH:46][CH:45]=1, predict the reactants needed to synthesize it. The reactants are: C(O[BH-](OC(=O)C)OC(=O)C)(=O)C.[Na+].[NH2:15][C@@H:16]([C@@H:22]([OH:28])[C:23]([O:25][CH2:26][CH3:27])=[O:24])[C:17]([O:19][CH2:20][CH3:21])=[O:18].C([C@@](C([O-])=O)(O)[C@@](CC)(O)C([O-])=O)C.[CH2:43]([O:50][CH2:51][N:52]1[C:60]2[C:59]([O:61][CH3:62])=[N:58][CH:57]=[N:56][C:55]=2[C:54]([CH:63]=O)=[CH:53]1)[C:44]1[CH:49]=[CH:48][CH:47]=[CH:46][CH:45]=1.C1C=C2C(C(O)(O)C(=O)C2=CC=1)=O. (3) The reactants are: [C:1]([O:5][C:6]([NH:8][C:9]1[CH2:10][C:11]([C:23](=[O:32])[N:24]([CH2:28][CH2:29][CH2:30][OH:31])[CH2:25][CH2:26][CH3:27])=[CH:12][C:13]2[CH:19]=[CH:18][C:17]([C:20](O)=[O:21])=[CH:16][C:14]=2[N:15]=1)=[O:7])([CH3:4])([CH3:3])[CH3:2].CCN=C=NCCCN(C)C.C1C=CC2N(O)N=NC=2C=1.CCN(C(C)C)C(C)C.[NH2:63][C:64]1[CH:69]=[CH:68][CH:67]=[C:66]([CH3:70])[CH:65]=1. Given the product [OH:31][CH2:30][CH2:29][CH2:28][N:24]([CH2:25][CH2:26][CH3:27])[C:23]([C:11]1[CH2:10][C:9]([NH:8][C:6](=[O:7])[O:5][C:1]([CH3:3])([CH3:2])[CH3:4])=[N:15][C:14]2[CH:16]=[C:17]([C:20](=[O:21])[NH:63][C:64]3[CH:65]=[C:66]([CH3:70])[CH:67]=[CH:68][CH:69]=3)[CH:18]=[CH:19][C:13]=2[CH:12]=1)=[O:32], predict the reactants needed to synthesize it. (4) Given the product [Cl:1][C:2]1[CH:7]=[CH:6][C:5]([C:8]2[CH:13]=[C:12]([CH:14]3[CH2:16][CH2:15]3)[N:11]3[N:17]=[CH:18][C:19]([C:20]#[C:21][C:23]4[S:27][C:26]([S:28]([NH2:31])(=[O:30])=[O:29])=[CH:25][CH:24]=4)=[C:10]3[N:9]=2)=[CH:4][CH:3]=1, predict the reactants needed to synthesize it. The reactants are: [Cl:1][C:2]1[CH:7]=[CH:6][C:5]([C:8]2[CH:13]=[C:12]([CH:14]3[CH2:16][CH2:15]3)[N:11]3[N:17]=[CH:18][C:19]([C:20]#[CH:21])=[C:10]3[N:9]=2)=[CH:4][CH:3]=1.Br[C:23]1[S:27][C:26]([S:28]([NH2:31])(=[O:30])=[O:29])=[CH:25][CH:24]=1. (5) Given the product [CH2:23]([O:30][C:31]1[CH:32]=[C:33]([C:34]2[O:35][N:4]=[C:3]([C:5]3[CH:13]=[CH:12][C:11]4[NH:10][C:9]5[CH:14]([CH2:17][C:18]([OH:20])=[O:19])[CH2:15][CH2:16][C:8]=5[C:7]=4[CH:6]=3)[N:2]=2)[CH:37]=[CH:38][CH:39]=1)[C:24]1[CH:29]=[CH:28][CH:27]=[CH:26][CH:25]=1, predict the reactants needed to synthesize it. The reactants are: O[NH:2][C:3]([C:5]1[CH:13]=[CH:12][C:11]2[NH:10][C:9]3[CH:14]([CH2:17][C:18]([O:20]CC)=[O:19])[CH2:15][CH2:16][C:8]=3[C:7]=2[CH:6]=1)=[NH:4].[CH2:23]([O:30][C:31]1[CH:32]=[C:33]([CH:37]=[CH:38][CH:39]=1)[C:34](Cl)=[O:35])[C:24]1[CH:29]=[CH:28][CH:27]=[CH:26][CH:25]=1.